From a dataset of Reaction yield outcomes from USPTO patents with 853,638 reactions. Predict the reaction yield, written as a fraction of the theoretical maximum amount of product (1.0 means a 100% yield; for example, 0.34 means a 34% yield). The reactants are [CH3:1][O:2][C:3]1[CH:8]=[CH:7][C:6]([CH2:9][N:10]2[C:14]([NH2:15])=[CH:13][CH:12]=[N:11]2)=[CH:5][CH:4]=1.[CH:16]1([C:19](=O)[CH2:20][C:21](=O)[C:22]([O:24][CH2:25][CH3:26])=[O:23])[CH2:18][CH2:17]1.C1C=CC=CC=1. The catalyst is CC(O)=O. The product is [CH:16]1([C:19]2[CH:20]=[C:21]([C:22]([O:24][CH2:25][CH3:26])=[O:23])[C:13]3[CH:12]=[N:11][N:10]([CH2:9][C:6]4[CH:5]=[CH:4][C:3]([O:2][CH3:1])=[CH:8][CH:7]=4)[C:14]=3[N:15]=2)[CH2:17][CH2:18]1. The yield is 0.710.